Dataset: Peptide-MHC class I binding affinity with 185,985 pairs from IEDB/IMGT. Task: Regression. Given a peptide amino acid sequence and an MHC pseudo amino acid sequence, predict their binding affinity value. This is MHC class I binding data. (1) The peptide sequence is QPATLRKYCI. The MHC is HLA-B51:01 with pseudo-sequence HLA-B51:01. The binding affinity (normalized) is 0.0597. (2) The peptide sequence is IVTDFSVIK. The MHC is HLA-A02:03 with pseudo-sequence HLA-A02:03. The binding affinity (normalized) is 0.